Regression. Given two drug SMILES strings and cell line genomic features, predict the synergy score measuring deviation from expected non-interaction effect. From a dataset of NCI-60 drug combinations with 297,098 pairs across 59 cell lines. Drug 1: CN(CC1=CN=C2C(=N1)C(=NC(=N2)N)N)C3=CC=C(C=C3)C(=O)NC(CCC(=O)O)C(=O)O. Drug 2: CC1C(C(CC(O1)OC2CC(CC3=C2C(=C4C(=C3O)C(=O)C5=C(C4=O)C(=CC=C5)OC)O)(C(=O)CO)O)N)O.Cl. Cell line: UACC62. Synergy scores: CSS=51.8, Synergy_ZIP=-5.45, Synergy_Bliss=-8.99, Synergy_Loewe=-14.5, Synergy_HSA=-6.02.